This data is from Forward reaction prediction with 1.9M reactions from USPTO patents (1976-2016). The task is: Predict the product of the given reaction. (1) Given the reactants [N:1]1[O:2][N:3]=[C:4]2[CH:9]=[C:8]([C:10]3[O:14][C:13]([CH3:16])([CH3:15])[C:12](=[O:17])[C:11]=3Br)[CH:7]=[CH:6][C:5]=12.CC1(C)C(C)(C)OB([C:27]2[CH:44]=[CH:43][C:30]([O:31][CH2:32][C:33]3[CH:42]=[CH:41][C:40]4[C:35](=[CH:36][CH:37]=[CH:38][CH:39]=4)[N:34]=3)=[CH:29][CH:28]=2)O1.C([O-])([O-])=O.[Cs+].[Cs+], predict the reaction product. The product is: [N:1]1[O:2][N:3]=[C:4]2[CH:9]=[C:8]([C:10]3[O:14][C:13]([CH3:16])([CH3:15])[C:12](=[O:17])[C:11]=3[C:27]3[CH:28]=[CH:29][C:30]([O:31][CH2:32][C:33]4[CH:42]=[CH:41][C:40]5[C:35](=[CH:36][CH:37]=[CH:38][CH:39]=5)[N:34]=4)=[CH:43][CH:44]=3)[CH:7]=[CH:6][C:5]=12. (2) Given the reactants [CH3:1][Si:2]([CH3:39])([CH3:38])[CH2:3][CH2:4][O:5][CH2:6][N:7]1[C:11]2[N:12]=[CH:13][N:14]=[C:15]([C:16]3[CH:17]=[N:18][N:19]([CH:21]([CH3:37])[C:22]([N:24]4[CH2:29][CH2:28][N:27](C(OC(C)(C)C)=O)[CH2:26][CH2:25]4)=[O:23])[CH:20]=3)[C:10]=2[CH:9]=[CH:8]1.Cl.O1CCOCC1, predict the reaction product. The product is: [CH3:37][CH:21]([N:19]1[CH:20]=[C:16]([C:15]2[C:10]3[CH:9]=[CH:8][N:7]([CH2:6][O:5][CH2:4][CH2:3][Si:2]([CH3:1])([CH3:39])[CH3:38])[C:11]=3[N:12]=[CH:13][N:14]=2)[CH:17]=[N:18]1)[C:22](=[O:23])[N:24]1[CH2:29][CH2:28][NH:27][CH2:26][CH2:25]1. (3) The product is: [C:19]1([CH2:25][CH2:26][CH2:27][CH2:28][O:16][C:13]2[CH:12]=[CH:11][C:10]([C:9]([NH:8][CH2:7][C:6]([OH:5])=[O:18])=[O:17])=[CH:15][CH:14]=2)[CH:24]=[CH:23][CH:22]=[CH:21][CH:20]=1. Given the reactants C([O:5][C:6](=[O:18])[CH2:7][NH:8][C:9](=[O:17])[C:10]1[CH:15]=[CH:14][C:13]([OH:16])=[CH:12][CH:11]=1)(C)(C)C.[C:19]1([CH2:25][CH2:26][CH2:27][CH2:28]O)[CH:24]=[CH:23][CH:22]=[CH:21][CH:20]=1, predict the reaction product.